From a dataset of Reaction yield outcomes from USPTO patents with 853,638 reactions. Predict the reaction yield, written as a fraction of the theoretical maximum amount of product (1.0 means a 100% yield; for example, 0.34 means a 34% yield). (1) The reactants are [N+:1]([C:4]1[CH:13]=[C:12]2[C:7]([CH2:8][CH2:9][CH2:10][C:11]2=[O:14])=[CH:6][CH:5]=1)([O-:3])=[O:2].[BH4-].[Na+]. The catalyst is CO. The product is [N+:1]([C:4]1[CH:13]=[C:12]2[C:7]([CH2:8][CH2:9][CH2:10][CH:11]2[OH:14])=[CH:6][CH:5]=1)([O-:3])=[O:2]. The yield is 0.800. (2) The reactants are Br[C:2]1[O:3][C:4]2[C:24]([O:25]C(=O)C)=[C:23]([O:29][CH3:30])[CH:22]=[CH:21][C:5]=2[C:6]=1[C:7](=[O:20])[C:8]1[CH:13]=[C:12]([O:14][CH3:15])[C:11]([O:16][CH3:17])=[C:10]([O:18][CH3:19])[CH:9]=1.[CH2:31]([NH2:38])[C:32]1[CH:37]=[CH:36][CH:35]=[CH:34][CH:33]=1. The catalyst is N1C=CC=CC=1. The product is [CH2:31]([NH:38][C:2]1[O:3][C:4]2[C:24]([OH:25])=[C:23]([O:29][CH3:30])[CH:22]=[CH:21][C:5]=2[C:6]=1[C:7]([C:8]1[CH:9]=[C:10]([O:18][CH3:19])[C:11]([O:16][CH3:17])=[C:12]([O:14][CH3:15])[CH:13]=1)=[O:20])[C:32]1[CH:37]=[CH:36][CH:35]=[CH:34][CH:33]=1. The yield is 0.830. (3) The reactants are [CH:1]1[N:6]=[C:5](Cl)[C:4]2[N:8]=[CH:9][N:10]([C@@H:11]3[O:15][C@H:14]([CH2:16][OH:17])[C@@H:13]([OH:18])[C@H:12]3[OH:19])[C:3]=2[N:2]=1.Cl.[N+:21]([C:24]1[CH:31]=[CH:30][C:27]([CH2:28][NH2:29])=[CH:26][CH:25]=1)([O-:23])=[O:22].C(N(C(C)C)CC)(C)C. The catalyst is C(O)CC. The product is [N+:21]([C:24]1[CH:25]=[CH:26][C:27]([CH2:28][NH:29][C:5]2[C:4]3[N:8]=[CH:9][N:10]([C:3]=3[N:2]=[CH:1][N:6]=2)[C@@H:11]2[O:15][C@H:14]([CH2:16][OH:17])[C@@H:13]([OH:18])[C@H:12]2[OH:19])=[CH:30][CH:31]=1)([O-:23])=[O:22]. The yield is 0.380. (4) The reactants are [Si:1]([O:8][CH:9]([CH:18]1[CH2:27][CH2:26][C:25]2[C:20](=[CH:21][CH:22]=[C:23]([O:28][C:29]3[CH:34]=[CH:33][CH:32]=[CH:31][CH:30]=3)[CH:24]=2)[CH2:19]1)[C:10]1[O:11][C:12]([C:15]([NH2:17])=O)=[CH:13][N:14]=1)([C:4]([CH3:7])([CH3:6])[CH3:5])([CH3:3])[CH3:2].N1C=CC=CC=1.FC(F)(F)C(OC(=O)C(F)(F)F)=O. The catalyst is O1CCOCC1.C(Cl)Cl. The product is [Si:1]([O:8][CH:9]([CH:18]1[CH2:27][CH2:26][C:25]2[C:20](=[CH:21][CH:22]=[C:23]([O:28][C:29]3[CH:30]=[CH:31][CH:32]=[CH:33][CH:34]=3)[CH:24]=2)[CH2:19]1)[C:10]1[O:11][C:12]([C:15]#[N:17])=[CH:13][N:14]=1)([C:4]([CH3:7])([CH3:5])[CH3:6])([CH3:3])[CH3:2]. The yield is 0.880. (5) The reactants are CCN(C(C)C)C(C)C.OC(C(F)(F)F)=O.[NH2:17][CH2:18][C:19]([N:21]1[CH2:26][CH2:25][N:24]([C:27](=[O:38])[C:28]2[CH:33]=[CH:32][CH:31]=[CH:30][C:29]=2[C:34]([F:37])([F:36])[F:35])[CH2:23][CH2:22]1)=[O:20].C1C=CC2N(O)N=NC=2C=1.CCN=C=NCCCN(C)C.Cl.[C:61]([C:69]1[CH:77]=[CH:76][C:72]([C:73](O)=[O:74])=[CH:71][CH:70]=1)(=[O:68])[C:62]1[CH:67]=[CH:66][CH:65]=[CH:64][CH:63]=1. The catalyst is CN(C=O)C.O. The product is [C:61]([C:69]1[CH:70]=[CH:71][C:72]([C:73]([NH:17][CH2:18][C:19](=[O:20])[N:21]2[CH2:22][CH2:23][N:24]([C:27](=[O:38])[C:28]3[CH:33]=[CH:32][CH:31]=[CH:30][C:29]=3[C:34]([F:37])([F:35])[F:36])[CH2:25][CH2:26]2)=[O:74])=[CH:76][CH:77]=1)(=[O:68])[C:62]1[CH:63]=[CH:64][CH:65]=[CH:66][CH:67]=1. The yield is 0.519. (6) The yield is 0.485. The catalyst is O1CCOCC1. The reactants are C[O:2][C:3]([C:5]1[CH:10]=[CH:9][C:8]([C:11]2[C:12]([CH3:58])([CH3:57])[C@H:13]3[C@:26]([CH3:29])([CH2:27][CH:28]=2)[C@@H:25]2[C@:16]([CH3:56])([C@@:17]4([CH3:55])[C@H:22]([CH2:23][CH2:24]2)[C@H:21]2[C@H:30]([C:33]([CH2:35][O:36][CH2:37][CH2:38][N:39]5[CH2:44][CH2:43][O:42][CH2:41][CH2:40]5)=[CH2:34])[CH2:31][CH2:32][C@:20]2([C:45]([NH:47][CH2:48][CH2:49][NH:50][CH2:51][C:52]([OH:54])=[O:53])=[O:46])[CH2:19][CH2:18]4)[CH2:15][CH2:14]3)=[CH:7][CH:6]=1)=[O:4].[OH-].[Na+]. The product is [C:52]([CH2:51][NH:50][CH2:49][CH2:48][NH:47][C:45]([C@:20]12[CH2:32][CH2:31][C@@H:30]([C:33]([CH2:35][O:36][CH2:37][CH2:38][N:39]3[CH2:44][CH2:43][O:42][CH2:41][CH2:40]3)=[CH2:34])[C@@H:21]1[C@@H:22]1[C@@:17]([CH3:55])([CH2:18][CH2:19]2)[C@@:16]2([CH3:56])[C@@H:25]([C@:26]3([CH3:29])[C@@H:13]([CH2:14][CH2:15]2)[C:12]([CH3:58])([CH3:57])[C:11]([C:8]2[CH:7]=[CH:6][C:5]([C:3]([OH:4])=[O:2])=[CH:10][CH:9]=2)=[CH:28][CH2:27]3)[CH2:24][CH2:23]1)=[O:46])([OH:54])=[O:53].